From a dataset of Reaction yield outcomes from USPTO patents with 853,638 reactions. Predict the reaction yield, written as a fraction of the theoretical maximum amount of product (1.0 means a 100% yield; for example, 0.34 means a 34% yield). (1) The reactants are Br[C:2]1[CH:3]=[C:4]([C:8]2[N:9]=[C:10]3[CH:15]=[C:14]([C:16]4[N:26]=[C:19]5[C:20]([CH3:25])=[N:21][CH:22]=[C:23]([CH3:24])[N:18]5[N:17]=4)[CH:13]=[CH:12][N:11]3[CH:27]=2)[CH:5]=[CH:6][CH:7]=1.[CH:28]1(B(O)O)[CH2:30][CH2:29]1.C1(P(C2CCCCC2)C2CCCCC2)CCCCC1.[O-]P([O-])([O-])=O.[K+].[K+].[K+].[Br-]. The catalyst is C([O-])(=O)C.[Pd+2].C([O-])(=O)C.O.C1(C)C=CC=CC=1. The product is [CH:28]1([C:2]2[CH:3]=[C:4]([C:8]3[N:9]=[C:10]4[CH:15]=[C:14]([C:16]5[N:26]=[C:19]6[C:20]([CH3:25])=[N:21][CH:22]=[C:23]([CH3:24])[N:18]6[N:17]=5)[CH:13]=[CH:12][N:11]4[CH:27]=3)[CH:5]=[CH:6][CH:7]=2)[CH2:30][CH2:29]1. The yield is 0.661. (2) The reactants are [BH4-].[Na+].[CH3:3][CH:4]([CH3:16])[C:5](=[O:15])[CH2:6][CH2:7][NH:8][C:9]1[CH:14]=[CH:13][CH:12]=[CH:11][CH:10]=1. The catalyst is CO. The product is [CH3:3][CH:4]([CH3:16])[CH:5]([OH:15])[CH2:6][CH2:7][NH:8][C:9]1[CH:14]=[CH:13][CH:12]=[CH:11][CH:10]=1. The yield is 0.230.